Dataset: Catalyst prediction with 721,799 reactions and 888 catalyst types from USPTO. Task: Predict which catalyst facilitates the given reaction. (1) Reactant: [NH2:1][C:2]1[C:7]([C:8]#[N:9])=[C:6]([C:10]2[CH:15]=[CH:14][C:13]([O:16][CH2:17][CH2:18][O:19][Si:20]([C:23]([CH3:26])([CH3:25])[CH3:24])([CH3:22])[CH3:21])=[CH:12][CH:11]=2)[C:5]([C:27]#[N:28])=[C:4]([S:29][CH2:30][C:31]2[N:32]=[C:33]([C:36]3[CH:41]=[CH:40][C:39]([Cl:42])=[CH:38][CH:37]=3)[S:34][CH:35]=2)[N:3]=1.[H-].[Na+].Br[CH2:46][C:47]([O:49][CH3:50])=[O:48].[OH2:51]. Product: [NH2:9][C:8]1[C:7]2[C:2](=[N:3][C:4]([S:29][CH2:30][C:31]3[N:32]=[C:33]([C:36]4[CH:37]=[CH:38][C:39]([Cl:42])=[CH:40][CH:41]=4)[S:34][CH:35]=3)=[C:5]([C:27]#[N:28])[C:6]=2[C:10]2[CH:15]=[CH:14][C:13]([O:16][CH2:17][CH2:18][O:19][Si:20]([C:23]([CH3:26])([CH3:24])[CH3:25])([CH3:22])[CH3:21])=[CH:12][CH:11]=2)[N:1]([CH2:46][C:47]([O:49][CH3:50])=[O:48])[C:12]=1[C:13]([O:16][CH3:17])=[O:51]. The catalyst class is: 3. (2) The catalyst class is: 3. Reactant: [F:1][C:2]1[CH:7]=[CH:6][CH:5]=[C:4]([F:8])[C:3]=1[N:9]1[C:14]2[N:15]=[C:16](S(C)(=O)=O)[N:17]=[C:18]([C:19]3[CH:20]=[C:21]([CH:28]=[CH:29][C:30]=3[CH3:31])[C:22]([NH:24][CH2:25][CH2:26][CH3:27])=[O:23])[C:13]=2[CH2:12][NH:11][C:10]1=[O:36].[NH2:37][CH2:38][CH2:39][C:40]([OH:42])=[O:41].C(N(CC)CC)C. Product: [F:1][C:2]1[CH:7]=[CH:6][CH:5]=[C:4]([F:8])[C:3]=1[N:9]1[C:14]2[N:15]=[C:16]([NH:37][CH2:38][CH2:39][C:40]([OH:42])=[O:41])[N:17]=[C:18]([C:19]3[CH:20]=[C:21]([C:22]([NH:24][CH2:25][CH2:26][CH3:27])=[O:23])[CH:28]=[CH:29][C:30]=3[CH3:31])[C:13]=2[CH2:12][NH:11][C:10]1=[O:36]. (3) Reactant: Cl[C:2]1[N:7]=[C:6]([Cl:8])[N:5]=[C:4]([CH2:9][CH2:10][CH3:11])[N:3]=1.Cl.Cl.[CH3:14][N:15]([CH3:23])[C:16]1[CH:21]=[CH:20][CH:19]=[C:18]([NH2:22])[CH:17]=1.CCN(C(C)C)C(C)C. Product: [Cl:8][C:6]1[N:5]=[C:4]([CH2:9][CH2:10][CH3:11])[N:3]=[C:2]([NH:22][C:18]2[CH:19]=[CH:20][CH:21]=[C:16]([N:15]([CH3:23])[CH3:14])[CH:17]=2)[N:7]=1. The catalyst class is: 47. (4) Reactant: Cl.C([O:9][C:10]1[CH:19]=[C:18]2[C:13]([C:14]([NH:20][C:21]3[CH:26]=[CH:25][C:24]([Br:27])=[CH:23][C:22]=3[F:28])=[N:15][CH:16]=[N:17]2)=[CH:12][C:11]=1[O:29][CH3:30])C1C=CC=CC=1. Product: [Br:27][C:24]1[CH:25]=[CH:26][C:21]([NH:20][C:14]2[C:13]3[C:18](=[CH:19][C:10]([OH:9])=[C:11]([O:29][CH3:30])[CH:12]=3)[N:17]=[CH:16][N:15]=2)=[C:22]([F:28])[CH:23]=1. The catalyst class is: 67.